Dataset: Full USPTO retrosynthesis dataset with 1.9M reactions from patents (1976-2016). Task: Predict the reactants needed to synthesize the given product. (1) Given the product [F:1][C:2]1[C:10]2[N:9]=[C:8]([O:11][C@@H:12]3[CH:13]4[O:19][CH2:18][C@H:17]([OH:20])[CH:14]4[O:15][CH2:16]3)[NH:7][C:6]=2[CH:5]=[C:4]([F:21])[C:3]=1[C:22]1[CH:23]=[CH:24][C:25]([C:28]2[CH:33]=[CH:32][C:31]([CH2:34][OH:35])=[CH:30][CH:29]=2)=[CH:26][CH:27]=1, predict the reactants needed to synthesize it. The reactants are: [F:1][C:2]1[C:10]2[N:9]=[C:8]([O:11][C@H:12]3[CH2:16][O:15][CH:14]4[C@@H:17]([OH:20])[CH2:18][O:19][CH:13]34)[NH:7][C:6]=2[CH:5]=[C:4]([F:21])[C:3]=1[C:22]1[CH:27]=[CH:26][C:25]([C:28]2[CH:33]=[CH:32][C:31]([C:34](OC)=[O:35])=[CH:30][CH:29]=2)=[CH:24][CH:23]=1.[H-].[H-].[H-].[H-].[Li+].[Al+3]. (2) The reactants are: [CH3:1][C:2]1[N:6]([C:7]2[CH:12]=[CH:11][C:10]([F:13])=[CH:9][CH:8]=2)[C:5]([C:14]2[CH:19]=[CH:18][C:17]([S:20]([CH3:23])(=[O:22])=[O:21])=[CH:16][CH:15]=2)=[CH:4][C:3]=1[CH2:24][CH2:25]OC.P(Br)(Br)[Br:29]. Given the product [Br:29][CH2:25][CH2:24][C:3]1[CH:4]=[C:5]([C:14]2[CH:19]=[CH:18][C:17]([S:20]([CH3:23])(=[O:22])=[O:21])=[CH:16][CH:15]=2)[N:6]([C:7]2[CH:12]=[CH:11][C:10]([F:13])=[CH:9][CH:8]=2)[C:2]=1[CH3:1], predict the reactants needed to synthesize it. (3) Given the product [CH3:21][C:19]1[CH:18]=[C:4]([CH:3]=[C:2]([CH3:1])[CH:20]=1)[CH2:5][N:6]1[C:11]2[CH:12]=[C:13]([CH:16]=[O:17])[CH:14]=[CH:15][C:10]=2[O:9][CH2:8][CH2:22][CH2:7]1, predict the reactants needed to synthesize it. The reactants are: [CH3:1][C:2]1[CH:3]=[C:4]([CH:18]=[C:19]([CH3:21])[CH:20]=1)[CH2:5][N:6]1[C:11]2[CH:12]=[C:13]([CH:16]=[O:17])[CH:14]=[CH:15][C:10]=2[O:9][CH2:8][CH2:7]1.[CH3:22]CN(P1(N(CC2C=CC=CC=2)CCCN1C)=NC(C)(C)C)CC.C=CC1C=CC=CC=1.C=CC1C=CC(C=C)=CC=1.CC1C=C(C=C(C)C=1)CBr. (4) Given the product [Cl:1][C:2]1[CH:7]=[CH:6][N:5]=[C:4]2[N:8]([CH:16]([C:17]3[CH:22]=[CH:21][CH:20]=[CH:19][CH:18]=3)[CH2:15][CH2:14][Cl:13])[CH:9]=[CH:10][C:3]=12.[Cl:1][C:2]1[C:3]2=[C:4]3[N+:5]([CH2:14][CH2:15][CH:16]([C:17]4[CH:22]=[CH:21][CH:20]=[CH:19][CH:18]=4)[N:8]3[CH:9]=[CH:10]2)=[CH:6][CH:7]=1, predict the reactants needed to synthesize it. The reactants are: [Cl:1][C:2]1[CH:7]=[CH:6][N:5]=[C:4]2[NH:8][CH:9]=[CH:10][C:3]=12.[H-].[Na+].[Cl:13][CH2:14][CH2:15][CH:16](OS(C)(=O)=O)[C:17]1[CH:22]=[CH:21][CH:20]=[CH:19][CH:18]=1. (5) Given the product [Cl:1][C:2]1[N:6]([C:7]2[CH:8]=[CH:9][C:10]([C:34]3[S:38][C:37]([S:39]([NH2:42])(=[O:41])=[O:40])=[CH:36][CH:35]=3)=[CH:11][CH:12]=2)[C:5]2[C:22]([OH:24])=[C:29]([C:30]#[N:31])[C:28](=[O:32])[NH:27][C:4]=2[CH:3]=1, predict the reactants needed to synthesize it. The reactants are: [Cl:1][C:2]1[N:6]([C:7]2[CH:12]=[CH:11][C:10](B3OC(C)(C)C(C)(C)O3)=[CH:9][CH:8]=2)[C:5]([C:22]([O:24]CC)=O)=[C:4]([NH:27][C:28](=[O:32])[CH2:29][C:30]#[N:31])[CH:3]=1.Br[C:34]1[S:38][C:37]([S:39]([NH2:42])(=[O:41])=[O:40])=[CH:36][CH:35]=1.C(=O)([O-])[O-].[Cs+].[Cs+].O1CCOCC1. (6) Given the product [CH2:28]([C@@:18]1([C:21]2[CH:26]=[CH:25][C:24]([F:27])=[CH:23][CH:22]=2)[O:17][C:16](=[O:31])[N:15]([C@H:13]([C:10]2[CH:9]=[CH:8][C:7]([C:6]3[O:32][C:1]([CH3:2])=[N:4][N:5]=3)=[CH:12][CH:11]=2)[CH3:14])[CH2:20][CH2:19]1)[CH:29]=[CH2:30], predict the reactants needed to synthesize it. The reactants are: [C:1]([NH:4][NH:5][C:6](=[O:32])[C:7]1[CH:12]=[CH:11][C:10]([C@@H:13]([N:15]2[CH2:20][CH2:19][C@:18]([CH2:28][CH:29]=[CH2:30])([C:21]3[CH:26]=[CH:25][C:24]([F:27])=[CH:23][CH:22]=3)[O:17][C:16]2=[O:31])[CH3:14])=[CH:9][CH:8]=1)(=O)[CH3:2].CC[N+](S(N=C(OC)[O-])(=O)=O)(CC)CC.C1COCC1.